Dataset: Full USPTO retrosynthesis dataset with 1.9M reactions from patents (1976-2016). Task: Predict the reactants needed to synthesize the given product. Given the product [Cl:1][C:2]1[CH:3]=[C:4]([S:9]([N:12]([CH3:14])[CH3:13])(=[O:11])=[O:10])[CH:5]=[CH:6][C:7]=1[C:26]1[CH:27]=[C:28]([C:30]([F:33])([F:32])[F:31])[CH:29]=[CH:18][C:19]=1[O:20][C@@H:21]([CH3:25])[C:22]([OH:24])=[O:23], predict the reactants needed to synthesize it. The reactants are: [Cl:1][C:2]1[CH:3]=[C:4]([S:9]([N:12]([CH3:14])[CH3:13])(=[O:11])=[O:10])[CH:5]=[CH:6][C:7]=1I.B([C:18]1[CH:29]=[C:28]([C:30]([F:33])([F:32])[F:31])[CH:27]=[CH:26][C:19]=1[O:20][C@@H:21]([CH3:25])[C:22]([OH:24])=[O:23])(O)O.